From a dataset of Reaction yield outcomes from USPTO patents with 853,638 reactions. Predict the reaction yield, written as a fraction of the theoretical maximum amount of product (1.0 means a 100% yield; for example, 0.34 means a 34% yield). (1) The reactants are [CH3:1][NH:2][C:3]([C@@H:5]([NH:17][C:18]([CH:20]([CH2:27][CH2:28][O:29][C:30]1[C:35]([F:36])=[C:34]([F:37])[C:33]([F:38])=[C:32]([F:39])[C:31]=1[F:40])[CH2:21][C:22]([O:24]CC)=[O:23])=[O:19])[CH2:6][C:7]1[CH:16]=[CH:15][C:14]2[C:9](=[CH:10][CH:11]=[CH:12][CH:13]=2)[CH:8]=1)=[O:4].[Li+].[OH-]. The catalyst is C1COCC1. The product is [CH3:1][NH:2][C:3]([C@@H:5]([NH:17][C:18]([CH:20]([CH2:27][CH2:28][O:29][C:30]1[C:31]([F:40])=[C:32]([F:39])[C:33]([F:38])=[C:34]([F:37])[C:35]=1[F:36])[CH2:21][C:22]([OH:24])=[O:23])=[O:19])[CH2:6][C:7]1[CH:16]=[CH:15][C:14]2[C:9](=[CH:10][CH:11]=[CH:12][CH:13]=2)[CH:8]=1)=[O:4]. The yield is 0.990. (2) The reactants are [CH2:1]([O:8][C:9]1[CH:10]=[C:11]([CH:20]([OH:28])[C:21]2[CH:26]=[CH:25][C:24]([CH3:27])=[CH:23][CH:22]=2)[CH:12]=[C:13]2[C:18]=1[N:17]=[CH:16][NH:15][C:14]2=[O:19])[C:2]1[CH:7]=[CH:6][CH:5]=[CH:4][CH:3]=1. The catalyst is ClCCl.[O-2].[O-2].[Mn+4]. The product is [CH2:1]([O:8][C:9]1[CH:10]=[C:11]([C:20](=[O:28])[C:21]2[CH:22]=[CH:23][C:24]([CH3:27])=[CH:25][CH:26]=2)[CH:12]=[C:13]2[C:18]=1[N:17]=[CH:16][NH:15][C:14]2=[O:19])[C:2]1[CH:7]=[CH:6][CH:5]=[CH:4][CH:3]=1. The yield is 0.230. (3) The reactants are [C:1]1([CH2:7][C:8]([OH:10])=O)[CH:6]=[CH:5][CH:4]=[CH:3][CH:2]=1.O=C1N(P(Cl)(N2CCOC2=O)=O)CCO1.C(N(CC)CC)C.[Br:33][C:34]1[C:35]([F:44])=[C:36]2[C:42]([NH2:43])=[CH:41][NH:40][C:37]2=[N:38][CH:39]=1.C([O-])([O-])=O.[Na+].[Na+]. The catalyst is C(Cl)Cl. The product is [Br:33][C:34]1[C:35]([F:44])=[C:36]2[C:42]([NH:43][C:8](=[O:10])[CH2:7][C:1]3[CH:2]=[CH:3][CH:4]=[CH:5][CH:6]=3)=[CH:41][NH:40][C:37]2=[N:38][CH:39]=1. The yield is 0.801. (4) The catalyst is O1CCOCC1.O1CCCC1.C(OCC)(=O)C.[Cu]I. The product is [CH:21]1([C:19]([NH:18][C:16]2[N:17]=[C:12]3[CH:11]=[CH:10][C:9]([O:8][C:4]4[CH:3]=[C:2]([NH:31][C:29](=[O:30])[C:28]5[CH:32]=[CH:33][CH:34]=[C:26]([C:25]([F:35])([F:36])[F:24])[CH:27]=5)[CH:7]=[N:6][CH:5]=4)=[N:14][N:13]3[CH:15]=2)=[O:20])[CH2:23][CH2:22]1. The yield is 0.420. The reactants are Br[C:2]1[CH:3]=[C:4]([O:8][C:9]2[CH:10]=[CH:11][C:12]3[N:13]([CH:15]=[C:16]([NH:18][C:19]([CH:21]4[CH2:23][CH2:22]4)=[O:20])[N:17]=3)[N:14]=2)[CH:5]=[N:6][CH:7]=1.[F:24][C:25]([F:36])([F:35])[C:26]1[CH:27]=[C:28]([CH:32]=[CH:33][CH:34]=1)[C:29]([NH2:31])=[O:30].N[C@@H]1CCCC[C@H]1N.C(=O)([O-])[O-].[K+].[K+]. (5) The reactants are C[Al](C)C.[CH3:5][O:6][C:7]1[CH:8]=[C:9]([CH2:15][CH2:16][C:17]2[CH:18]=[C:19]([NH2:22])[NH:20][N:21]=2)[CH:10]=[C:11]([O:13][CH3:14])[CH:12]=1.[CH3:23][N:24]1[CH2:29][CH:28]=[C:27]([C:30]2[N:31]=[CH:32][C:33]([C:36](OC)=[O:37])=[N:34][CH:35]=2)[CH2:26][CH2:25]1. The catalyst is C1(C)C=CC=CC=1. The product is [CH3:14][O:13][C:11]1[CH:10]=[C:9]([CH2:15][CH2:16][C:17]2[CH:18]=[C:19]([NH:22][C:36]([C:33]3[CH:32]=[N:31][C:30]([C:27]4[CH2:28][CH2:29][N:24]([CH3:23])[CH2:25][CH:26]=4)=[CH:35][N:34]=3)=[O:37])[NH:20][N:21]=2)[CH:8]=[C:7]([O:6][CH3:5])[CH:12]=1. The yield is 0.240.